This data is from NCI-60 drug combinations with 297,098 pairs across 59 cell lines. The task is: Regression. Given two drug SMILES strings and cell line genomic features, predict the synergy score measuring deviation from expected non-interaction effect. (1) Drug 1: C1=CC(=CC=C1CC(C(=O)O)N)N(CCCl)CCCl.Cl. Drug 2: CS(=O)(=O)OCCCCOS(=O)(=O)C. Cell line: KM12. Synergy scores: CSS=11.8, Synergy_ZIP=-0.0563, Synergy_Bliss=2.26, Synergy_Loewe=6.81, Synergy_HSA=6.87. (2) Drug 1: C1=CC(=CC=C1CC(C(=O)O)N)N(CCCl)CCCl.Cl. Drug 2: CN(C(=O)NC(C=O)C(C(C(CO)O)O)O)N=O. Cell line: OVCAR-8. Synergy scores: CSS=0.522, Synergy_ZIP=1.12, Synergy_Bliss=-3.04, Synergy_Loewe=-18.7, Synergy_HSA=-5.33. (3) Drug 1: C1C(C(OC1N2C=C(C(=O)NC2=O)F)CO)O. Drug 2: C1C(C(OC1N2C=NC3=C2NC=NCC3O)CO)O. Cell line: UACC-257. Synergy scores: CSS=6.93, Synergy_ZIP=-1.69, Synergy_Bliss=2.13, Synergy_Loewe=-2.89, Synergy_HSA=2.17. (4) Drug 1: CCCCCOC(=O)NC1=NC(=O)N(C=C1F)C2C(C(C(O2)C)O)O. Drug 2: CNC(=O)C1=NC=CC(=C1)OC2=CC=C(C=C2)NC(=O)NC3=CC(=C(C=C3)Cl)C(F)(F)F. Cell line: OVCAR-4. Synergy scores: CSS=-1.57, Synergy_ZIP=-0.199, Synergy_Bliss=-3.11, Synergy_Loewe=-4.98, Synergy_HSA=-4.26. (5) Drug 1: CC1=C(C=C(C=C1)C(=O)NC2=CC(=CC(=C2)C(F)(F)F)N3C=C(N=C3)C)NC4=NC=CC(=N4)C5=CN=CC=C5. Drug 2: C(CCl)NC(=O)N(CCCl)N=O. Cell line: MDA-MB-231. Synergy scores: CSS=11.7, Synergy_ZIP=-2.28, Synergy_Bliss=1.86, Synergy_Loewe=0.272, Synergy_HSA=0.361. (6) Drug 1: C1=CC(=C2C(=C1NCCNCCO)C(=O)C3=C(C=CC(=C3C2=O)O)O)NCCNCCO. Drug 2: CCC1(C2=C(COC1=O)C(=O)N3CC4=CC5=C(C=CC(=C5CN(C)C)O)N=C4C3=C2)O.Cl. Cell line: LOX IMVI. Synergy scores: CSS=52.6, Synergy_ZIP=-2.03, Synergy_Bliss=0.451, Synergy_Loewe=3.92, Synergy_HSA=5.35. (7) Drug 1: C#CCC(CC1=CN=C2C(=N1)C(=NC(=N2)N)N)C3=CC=C(C=C3)C(=O)NC(CCC(=O)O)C(=O)O. Drug 2: C(CC(=O)O)C(=O)CN.Cl. Cell line: OVCAR3. Synergy scores: CSS=4.31, Synergy_ZIP=0.347, Synergy_Bliss=4.41, Synergy_Loewe=-2.29, Synergy_HSA=-1.61.